Dataset: Reaction yield outcomes from USPTO patents with 853,638 reactions. Task: Predict the reaction yield, written as a fraction of the theoretical maximum amount of product (1.0 means a 100% yield; for example, 0.34 means a 34% yield). The reactants are [F:1][C:2]1[C:10]([O:11][C:12]2[C:21]3[C:16](=[CH:17][C:18]([O:24][CH2:25][C@@H:26]4[CH2:30][CH2:29][CH2:28][NH:27]4)=[C:19]([O:22][CH3:23])[CH:20]=3)[N:15]=[CH:14][N:13]=2)=[CH:9][CH:8]=[C:7]2[C:3]=1[CH:4]=[C:5]([CH3:31])[NH:6]2.[CH3:32][S:33](Cl)(=[O:35])=[O:34]. The product is [F:1][C:2]1[C:10]([O:11][C:12]2[C:21]3[C:16](=[CH:17][C:18]([O:24][CH2:25][C@@H:26]4[CH2:30][CH2:29][CH2:28][N:27]4[S:33]([CH3:32])(=[O:35])=[O:34])=[C:19]([O:22][CH3:23])[CH:20]=3)[N:15]=[CH:14][N:13]=2)=[CH:9][CH:8]=[C:7]2[C:3]=1[CH:4]=[C:5]([CH3:31])[NH:6]2. No catalyst specified. The yield is 0.590.